The task is: Predict the product of the given reaction.. This data is from Forward reaction prediction with 1.9M reactions from USPTO patents (1976-2016). (1) Given the reactants C(N(S(F)(F)[F:7])CC)C.[Cl:10][C:11]1[CH:12]=[N:13][C:14]2[C:19]([C:20]=1[CH:21](O)[CH2:22][CH2:23][C:24]1([C:41]([O:43][CH3:44])=[O:42])[CH2:29][CH2:28][N:27]([CH2:30][CH2:31][O:32][C:33]3[CH:38]=[C:37]([F:39])[CH:36]=[CH:35][C:34]=3[F:40])[CH2:26][CH2:25]1)=[CH:18][C:17]([O:46][CH3:47])=[CH:16][CH:15]=2.C(=O)([O-])O.[Na+], predict the reaction product. The product is: [Cl:10][C:11]1[CH:12]=[N:13][C:14]2[C:19]([C:20]=1[CH:21]([F:7])[CH2:22][CH2:23][C:24]1([C:41]([O:43][CH3:44])=[O:42])[CH2:25][CH2:26][N:27]([CH2:30][CH2:31][O:32][C:33]3[CH:38]=[C:37]([F:39])[CH:36]=[CH:35][C:34]=3[F:40])[CH2:28][CH2:29]1)=[CH:18][C:17]([O:46][CH3:47])=[CH:16][CH:15]=2. (2) Given the reactants [S-:1][C:2]#[N:3].[NH4+].C(Cl)(=O)C1C=CC=CC=1.[CH3:14][O:15][C:16]1[C:21]([NH2:22])=[CH:20][CH:19]=[CH:18][N:17]=1.O, predict the reaction product. The product is: [CH3:14][O:15][C:16]1[C:21]([NH:22][C:2]([NH2:3])=[S:1])=[CH:20][CH:19]=[CH:18][N:17]=1.